Dataset: HIV replication inhibition screening data with 41,000+ compounds from the AIDS Antiviral Screen. Task: Binary Classification. Given a drug SMILES string, predict its activity (active/inactive) in a high-throughput screening assay against a specified biological target. The molecule is COc1ccc(C=C2C(=O)N(C)C(=O)c3cc(OC)c(OC)cc32)cc1OC. The result is 0 (inactive).